This data is from Reaction yield outcomes from USPTO patents with 853,638 reactions. The task is: Predict the reaction yield, written as a fraction of the theoretical maximum amount of product (1.0 means a 100% yield; for example, 0.34 means a 34% yield). The reactants are C([C:3]1[CH:8]=[CH:7][CH:6]=[CH:5]C=1)C.[C:15](OO[C:15]([CH3:18])([CH3:17])[CH3:16])([CH3:18])([CH3:17])[CH3:16].[C]=[O:20].[CH2:21]([OH:23])[CH3:22]. No catalyst specified. The product is [C:18]1([CH:15]([CH3:16])[C:17]([O:23][CH2:21][CH3:22])=[O:20])[CH:5]=[CH:6][CH:7]=[CH:8][CH:3]=1. The yield is 0.530.